Dataset: Forward reaction prediction with 1.9M reactions from USPTO patents (1976-2016). Task: Predict the product of the given reaction. (1) Given the reactants C(O)(C(F)(F)F)=O.[N:8]1[CH:13]=[CH:12][CH:11]=[CH:10][C:9]=1[CH2:14][O:15][C:16](=[O:48])[NH:17][CH2:18][C:19]1[CH:24]=[CH:23][C:22]([C:25]([NH:27][C:28]2[C:33]([NH:34]C(OC(C)(C)C)=O)=[CH:32][CH:31]=[C:30]([C:42]3[CH:47]=[CH:46][CH:45]=[CH:44][CH:43]=3)[N:29]=2)=[O:26])=[CH:21][CH:20]=1, predict the reaction product. The product is: [N:8]1[CH:13]=[CH:12][CH:11]=[CH:10][C:9]=1[CH2:14][O:15][C:16](=[O:48])[NH:17][CH2:18][C:19]1[CH:20]=[CH:21][C:22]([C:25]([NH:27][C:28]2[C:33]([NH2:34])=[CH:32][CH:31]=[C:30]([C:42]3[CH:47]=[CH:46][CH:45]=[CH:44][CH:43]=3)[N:29]=2)=[O:26])=[CH:23][CH:24]=1. (2) The product is: [N:5]1[CH:6]=[CH:7][CH:8]=[CH:9][C:4]=1[CH2:3][O:10][C:11]1[CH:12]=[CH:13][C:14]([CH2:17][CH2:18][CH:19]([CH2:24][CH2:25][CH2:26][C:27]2[CH:28]=[CH:29][CH:30]=[CH:31][CH:32]=2)[C:20]([O:22][CH3:23])=[O:21])=[CH:15][CH:16]=1. Given the reactants Br.Br[CH2:3][C:4]1[CH:9]=[CH:8][CH:7]=[CH:6][N:5]=1.[OH:10][C:11]1[CH:16]=[CH:15][C:14]([CH2:17][CH2:18][CH:19]([CH2:24][CH2:25][CH2:26][C:27]2[CH:32]=[CH:31][CH:30]=[CH:29][CH:28]=2)[C:20]([O:22][CH3:23])=[O:21])=[CH:13][CH:12]=1.C([O-])([O-])=O.[Cs+].[Cs+].Cl, predict the reaction product. (3) The product is: [OH:3][C:1]([C:4]1[CH:5]=[CH:6][C:7]([O:8][C@@H:9]2[CH2:14][CH2:13][C@H:12]([N:15]3[C:20](=[O:21])[C:19]([CH2:22][C:23]4[CH:28]=[CH:27][C:26]([C:29]5[C:30]([C:35]#[N:36])=[CH:31][CH:32]=[CH:33][CH:34]=5)=[CH:25][CH:24]=4)=[C:18]([CH2:37][CH2:38][CH3:39])[N:17]4[N:40]=[CH:41][N:42]=[C:16]34)[CH2:11][CH2:10]2)=[CH:43][CH:44]=1)([CH3:45])[CH3:2]. Given the reactants [C:1]([C:4]1[CH:44]=[CH:43][C:7]([O:8][C@@H:9]2[CH2:14][CH2:13][C@H:12]([N:15]3[C:20](=[O:21])[C:19]([CH2:22][C:23]4[CH:28]=[CH:27][C:26]([C:29]5[C:30]([C:35]#[N:36])=[CH:31][CH:32]=[CH:33][CH:34]=5)=[CH:25][CH:24]=4)=[C:18]([CH2:37][CH2:38][CH3:39])[N:17]4[N:40]=[CH:41][N:42]=[C:16]34)[CH2:11][CH2:10]2)=[CH:6][CH:5]=1)(=[O:3])[CH3:2].[CH3:45][Mg]Br.Cl, predict the reaction product.